From a dataset of Catalyst prediction with 721,799 reactions and 888 catalyst types from USPTO. Predict which catalyst facilitates the given reaction. (1) Reactant: [CH3:1][O:2][C:3]1[CH:10]=[CH:9][C:8]([O:11]C)=[CH:7][C:4]=1[CH:5]=[O:6]. Product: [OH:11][C:8]1[CH:9]=[CH:10][C:3]([O:2][CH3:1])=[C:4]([CH:7]=1)[CH:5]=[O:6]. The catalyst class is: 65. (2) Reactant: [C:1]([O:5][C:6](=[O:9])[CH2:7][NH2:8])([CH3:4])([CH3:3])[CH3:2].[CH:10]1([C:13]([CH3:18])([CH3:17])[CH2:14][CH:15]=O)[CH2:12][CH2:11]1. Product: [C:1]([O:5][C:6](=[O:9])[CH2:7]/[N:8]=[CH:15]/[CH2:14][C:13]([CH:10]1[CH2:12][CH2:11]1)([CH3:18])[CH3:17])([CH3:4])([CH3:3])[CH3:2]. The catalyst class is: 2. (3) Product: [CH2:25]([O:32][N:33]1[C:39](=[O:40])[N:38]2[CH2:41][C@H:34]1[CH2:35][CH2:36][C@H:37]2[C:42]([NH:46][NH:45][C:47]([O:49][C:50]([CH3:53])([CH3:52])[CH3:51])=[O:48])=[O:44])[C:26]1[CH:27]=[CH:28][CH:29]=[CH:30][CH:31]=1. Reactant: CN(C(ON1N=NC2C=CC=NC1=2)=[N+](C)C)C.F[P-](F)(F)(F)(F)F.[CH2:25]([O:32][N:33]1[C:39](=[O:40])[N:38]2[CH2:41][C@H:34]1[CH2:35][CH2:36][C@H:37]2[C:42]([OH:44])=O)[C:26]1[CH:31]=[CH:30][CH:29]=[CH:28][CH:27]=1.[NH:45]([C:47]([O:49][C:50]([CH3:53])([CH3:52])[CH3:51])=[O:48])[NH2:46].CCN(C(C)C)C(C)C. The catalyst class is: 2. (4) Product: [C:1]1([C:7]2[CH2:12][NH:11][CH:10]=[CH:9][CH:8]=2)[CH:6]=[CH:5][CH:4]=[CH:3][CH:2]=1. Reactant: [C:1]1([C:7]2[CH:8]=[CH:9][CH2:10][NH:11][CH:12]=2)[CH:6]=[CH:5][CH:4]=[CH:3][CH:2]=1. The catalyst class is: 759. (5) Reactant: [CH:1]1[CH:6]=[CH:5][CH:4]=[CH:3][CH:2]=1.[N+:7]([O-])([OH:9])=[O:8]. Product: [N+:7]([C:1]1[CH:6]=[CH:5][CH:4]=[CH:3][CH:2]=1)([O-:9])=[O:8]. The catalyst class is: 6. (6) Reactant: CC(C)([O-])C.[K+].[Cl:7][C:8]1[C:9]2[CH2:16][C:15](=[O:17])[NH:14][C:10]=2[N:11]=[CH:12][N:13]=1.[F:18][C:19]1[CH:24]=[CH:23][C:22]([C:25]2[N:26]=[C:27]([CH:37]3[CH2:42][CH2:41][NH:40][CH2:39][CH2:38]3)[N:28]([C@@H:30]3[CH2:35][CH2:34][CH2:33][N:32]([CH3:36])[CH2:31]3)[CH:29]=2)=[CH:21][C:20]=1[C:43]([F:46])([F:45])[F:44]. Product: [ClH:7].[F:18][C:19]1[CH:24]=[CH:23][C:22]([C:25]2[N:26]=[C:27]([CH:37]3[CH2:38][CH2:39][N:40]([C:8]4[C:9]5[CH2:16][C:15](=[O:17])[NH:14][C:10]=5[N:11]=[CH:12][N:13]=4)[CH2:41][CH2:42]3)[N:28]([C@@H:30]3[CH2:35][CH2:34][CH2:33][N:32]([CH3:36])[CH2:31]3)[CH:29]=2)=[CH:21][C:20]=1[C:43]([F:46])([F:44])[F:45]. The catalyst class is: 6.